Dataset: Peptide-MHC class I binding affinity with 185,985 pairs from IEDB/IMGT. Task: Regression. Given a peptide amino acid sequence and an MHC pseudo amino acid sequence, predict their binding affinity value. This is MHC class I binding data. (1) The peptide sequence is AFMATNKAY. The MHC is HLA-A02:01 with pseudo-sequence HLA-A02:01. The binding affinity (normalized) is 0.0847. (2) The peptide sequence is FPDGKPFTL. The MHC is HLA-A02:11 with pseudo-sequence HLA-A02:11. The binding affinity (normalized) is 0.0847. (3) The peptide sequence is DAVRAFLLR. The MHC is HLA-A31:01 with pseudo-sequence HLA-A31:01. The binding affinity (normalized) is 0.429. (4) The peptide sequence is ERYFRIHSL. The MHC is HLA-B14:01 with pseudo-sequence HLA-B14:02. The binding affinity (normalized) is 1.000. (5) The peptide sequence is SELETPNLAE. The MHC is HLA-B44:03 with pseudo-sequence HLA-B44:03. The binding affinity (normalized) is 0.191.